This data is from Catalyst prediction with 721,799 reactions and 888 catalyst types from USPTO. The task is: Predict which catalyst facilitates the given reaction. Reactant: C([O:3][C:4](=[O:26])[CH2:5][N:6]([CH2:20][C:21]([O:23]CC)=[O:22])[C:7]1[CH:12]=[C:11]([C:13]2[N:17]=[C:16]([CH3:18])[O:15][N:14]=2)[CH:10]=[CH:9][C:8]=1[CH3:19])C.[OH-].[Na+]. Product: [CH3:19][C:8]1[CH:9]=[CH:10][C:11]([C:13]2[N:17]=[C:16]([CH3:18])[O:15][N:14]=2)=[CH:12][C:7]=1[N:6]([CH2:5][C:4]([OH:26])=[O:3])[CH2:20][C:21]([OH:23])=[O:22]. The catalyst class is: 111.